From a dataset of Peptide-MHC class I binding affinity with 185,985 pairs from IEDB/IMGT. Regression. Given a peptide amino acid sequence and an MHC pseudo amino acid sequence, predict their binding affinity value. This is MHC class I binding data. (1) The peptide sequence is NMSRHLFYS. The MHC is HLA-A02:01 with pseudo-sequence HLA-A02:01. The binding affinity (normalized) is 0.336. (2) The binding affinity (normalized) is 0.431. The peptide sequence is GIFQSSMTK. The MHC is HLA-A68:01 with pseudo-sequence HLA-A68:01.